From a dataset of Full USPTO retrosynthesis dataset with 1.9M reactions from patents (1976-2016). Predict the reactants needed to synthesize the given product. (1) Given the product [C:1]([C:3]1[CH:4]=[C:5]([N:10]([CH2:25][C:23]2[CH:22]=[CH:21][CH:20]=[C:19]([O:18][CH3:17])[CH:24]=2)[C:11](=[O:14])[CH2:12][CH3:13])[CH:6]=[C:7]([F:9])[CH:8]=1)#[N:2], predict the reactants needed to synthesize it. The reactants are: [C:1]([C:3]1[CH:4]=[C:5]([NH:10][C:11](=[O:14])[CH2:12][CH3:13])[CH:6]=[C:7]([F:9])[CH:8]=1)#[N:2].O1[C:20]2[CH:21]=[CH:22][C:23]([CH2:25]NC3C=C(C=CC=3F)C#N)=[CH:24][C:19]=2[O:18][CH2:17]C1.COC1C=C(C=CC=1)CBr. (2) Given the product [Cl:1][C:2]1[C:6]2[CH:7]=[C:8]([NH2:11])[CH:9]=[CH:10][C:5]=2[S:4][N:3]=1, predict the reactants needed to synthesize it. The reactants are: [Cl:1][C:2]1[C:6]2[CH:7]=[C:8]([N+:11]([O-])=O)[CH:9]=[CH:10][C:5]=2[S:4][N:3]=1.[Cl-].[NH4+]. (3) Given the product [C:40]([O:39][C:37](=[O:38])[N:20]([C@H:10]1[C@H:11]([C:13]2[CH:18]=[CH:17][C:16]([Cl:19])=[CH:15][CH:14]=2)[CH2:12][N:8]([CH2:1][C:2]2[CH:7]=[CH:6][CH:5]=[CH:4][CH:3]=2)[CH2:9]1)[CH3:21])([CH3:41])([CH3:42])[CH3:43], predict the reactants needed to synthesize it. The reactants are: [CH2:1]([N:8]1[CH2:12][C@@H:11]([C:13]2[CH:18]=[CH:17][C:16]([Cl:19])=[CH:15][CH:14]=2)[C@H:10]([NH:20][CH3:21])[CH2:9]1)[C:2]1[CH:7]=[CH:6][CH:5]=[CH:4][CH:3]=1.CCN(CC)CC.[CH3:41][C:40]([O:39][C:37](O[C:37]([O:39][C:40]([CH3:43])([CH3:42])[CH3:41])=[O:38])=[O:38])([CH3:43])[CH3:42]. (4) Given the product [CH:19]1([N:22]([C:2]2[C:3]3[C:13]4[CH2:14][CH2:15][CH2:16][CH2:17][C:12]=4[S:11][C:4]=3[N:5]=[C:6]([CH2:8][O:9][CH3:10])[N:7]=2)[CH3:23])[CH2:21][CH2:20]1, predict the reactants needed to synthesize it. The reactants are: Cl[C:2]1[C:3]2[C:13]3[CH2:14][CH2:15][CH2:16][CH2:17][C:12]=3[S:11][C:4]=2[N:5]=[C:6]([CH2:8][O:9][CH3:10])[N:7]=1.Cl.[CH:19]1([NH:22][CH3:23])[CH2:21][CH2:20]1.